Task: Predict which catalyst facilitates the given reaction.. Dataset: Catalyst prediction with 721,799 reactions and 888 catalyst types from USPTO (1) Reactant: [OH:1][C:2]1[CH:3]=[CH:4][C:5]([O:11][CH2:12][C:13]2[CH:18]=[CH:17][C:16]([O:19][CH2:20][C:21]3[N:22]=[C:23]([C:27]4[CH:32]=[CH:31][CH:30]=[CH:29][CH:28]=4)[O:24][C:25]=3[CH3:26])=[CH:15][CH:14]=2)=[C:6](CC#N)[CH:7]=1.[CH2:33]([OH:35])[CH3:34].[OH-:36].[K+].Cl. Product: [OH:35][C:33]1[CH:7]=[CH:6][C:5]([O:11][CH2:12][C:13]2[CH:14]=[CH:15][C:16]([O:19][CH2:20][C:21]3[N:22]=[C:23]([C:27]4[CH:32]=[CH:31][CH:30]=[CH:29][CH:28]=4)[O:24][C:25]=3[CH3:26])=[CH:17][CH:18]=2)=[C:4]([CH2:3][C:2]([OH:1])=[O:36])[CH:34]=1. The catalyst class is: 6. (2) Reactant: [CH3:1][O:2][C:3](=[O:18])[CH2:4][CH2:5][C:6]([C:8]1[C:16]2[C:11](=[CH:12][CH:13]=[C:14]([Cl:17])[CH:15]=2)[NH:10][CH:9]=1)=[O:7].[CH3:19][Si:20]([CH3:25])([CH3:24])[CH2:21]CO.[Li+].[Br-]. Product: [CH3:19][Si:20]([CH3:25])([CH3:24])[CH2:21][CH2:1][O:2][C:3](=[O:18])[CH2:4][CH2:5][C:6]([C:8]1[C:16]2[C:11](=[CH:12][CH:13]=[C:14]([Cl:17])[CH:15]=2)[NH:10][CH:9]=1)=[O:7]. The catalyst class is: 76. (3) Reactant: [Br:1][C:2]1[CH:3]=[C:4]([NH2:9])[C:5]([NH2:8])=[CH:6][CH:7]=1.[C:10](Cl)(Cl)=[O:11]. Product: [Br:1][C:2]1[CH:7]=[CH:6][C:5]2[NH:8][C:10](=[O:11])[NH:9][C:4]=2[CH:3]=1. The catalyst class is: 347. (4) Reactant: C[O:2][C:3]([C@@H:5]1[C@H:10]([C:11]2[CH:16]=[CH:15][C:14]([F:17])=[CH:13][CH:12]=2)[CH2:9][CH2:8][N:7]([C:18]([O:20][C:21]([CH3:24])([CH3:23])[CH3:22])=[O:19])[CH2:6]1)=[O:4].C[O-].[Na+]. Product: [C:21]([O:20][C:18]([N:7]1[CH2:8][CH2:9][C@@H:10]([C:11]2[CH:12]=[CH:13][C:14]([F:17])=[CH:15][CH:16]=2)[C@H:5]([C:3]([OH:4])=[O:2])[CH2:6]1)=[O:19])([CH3:24])([CH3:22])[CH3:23]. The catalyst class is: 11. (5) Reactant: [C:1]1([NH:11][C:12]2[C:13]3[CH:20]=[C:19]([C:21]4[CH2:22][CH2:23][NH:24][CH2:25][CH:26]=4)[NH:18][C:14]=3[N:15]=[CH:16][N:17]=2)[C:10]2[C:5](=[CH:6][CH:7]=[CH:8][CH:9]=2)[CH:4]=[CH:3][CH:2]=1.[C:27]([O:31][C:32](O[C:32]([O:31][C:27]([CH3:30])([CH3:29])[CH3:28])=[O:33])=[O:33])([CH3:30])([CH3:29])[CH3:28].C(N(CC)C(C)C)(C)C.C([O-])(O)=O.[Na+]. Product: [C:27]([O:31][C:32]([N:24]1[CH2:23][CH:22]=[C:21]([C:19]2[NH:18][C:14]3[N:15]=[CH:16][N:17]=[C:12]([NH:11][C:1]4[C:10]5[C:5](=[CH:6][CH:7]=[CH:8][CH:9]=5)[CH:4]=[CH:3][CH:2]=4)[C:13]=3[CH:20]=2)[CH2:26][CH2:25]1)=[O:33])([CH3:30])([CH3:29])[CH3:28]. The catalyst class is: 9. (6) Product: [CH3:27][N:25]1[CH:26]=[C:22]([C:21]2[C:15]3[C:16](=[N:17][CH:18]=[C:13]([CH2:12][CH2:11][CH2:10][CH2:9][OH:8])[CH:14]=3)[N:19]([S:28]([C:31]3[CH:36]=[CH:35][CH:34]=[CH:33][CH:32]=3)(=[O:29])=[O:30])[CH:20]=2)[CH:23]=[N:24]1. Reactant: [Si]([O:8][CH2:9][CH2:10]/[CH:11]=[CH:12]/[C:13]1[CH:14]=[C:15]2[C:21]([C:22]3[CH:23]=[N:24][N:25]([CH3:27])[CH:26]=3)=[CH:20][N:19]([S:28]([C:31]3[CH:36]=[CH:35][CH:34]=[CH:33][CH:32]=3)(=[O:30])=[O:29])[C:16]2=[N:17][CH:18]=1)(C(C)(C)C)(C)C. The catalyst class is: 105. (7) Reactant: Cl[C:2]1[N:7]2[C:8]3[CH:14]=[CH:13][CH:12]=[N:11][C:9]=3[N:10]=[C:6]2[C:5]([C:15]#[N:16])=[C:4]([CH3:17])[C:3]=1[C:18]1[CH:23]=[CH:22][CH:21]=[CH:20][CH:19]=1.[C:24]([O:28][C:29]([N:31]([CH:33]1[CH2:36][NH:35][CH2:34]1)[CH3:32])=[O:30])([CH3:27])([CH3:26])[CH3:25].C(N(CC)CC)C. Product: [CH3:17][C:4]1[C:3]([C:18]2[CH:23]=[CH:22][CH:21]=[CH:20][CH:19]=2)=[C:2]([N:35]2[CH2:36][CH:33]([N:31]([C:29]([O:28][C:24]([CH3:27])([CH3:26])[CH3:25])=[O:30])[CH3:32])[CH2:34]2)[N:7]2[C:8]3[CH:14]=[CH:13][CH:12]=[N:11][C:9]=3[N:10]=[C:6]2[C:5]=1[C:15]#[N:16]. The catalyst class is: 9.